From a dataset of Forward reaction prediction with 1.9M reactions from USPTO patents (1976-2016). Predict the product of the given reaction. (1) Given the reactants [OH-].[K+].[CH2:3]([O:5][C:6](=[O:17])[CH2:7][CH:8]([CH2:13][N+]([O-])=O)[C:9]([F:12])([F:11])[F:10])[CH3:4].[O-:18]S([O-])(=O)=O.[Mg+2].[O-][Mn](=O)(=O)=O.[K+], predict the reaction product. The product is: [CH2:3]([O:5][C:6](=[O:17])[CH2:7][CH:8]([CH:13]=[O:18])[C:9]([F:12])([F:11])[F:10])[CH3:4]. (2) The product is: [OH:50][CH2:51][CH2:52][C:53]([N:56]1[CH:60]=[C:59]([C:61]2[N:66]=[C:65]([C:67](=[O:70])[NH:68][CH3:69])[C:64]([NH:71][C:72]3[C:77]([C:78]([F:81])([F:79])[F:80])=[CH:76][N:75]=[C:74]([NH:82][C:83]4[CH:97]=[CH:96][C:86]([CH2:87][P:88](=[O:92])([OH:95])[O:89][CH2:90][CH3:91])=[CH:85][C:84]=4[O:98][CH3:99])[N:73]=3)=[CH:63][CH:62]=2)[CH:58]=[N:57]1)([CH3:54])[CH3:55]. Given the reactants C(N(CC)C(C1C=C(C2C=NN(CCCO)C=2)C=CC=1NC1C(C(F)(F)F)=CN=C(NC2C=CC(CP(=O)(O)OCC)=CC=2OC)N=1)=O)C.[OH:50][CH2:51][CH2:52][C:53]([N:56]1[CH:60]=[C:59]([C:61]2[N:66]=[C:65]([C:67](=[O:70])[NH:68][CH3:69])[C:64]([NH:71][C:72]3[C:77]([C:78]([F:81])([F:80])[F:79])=[CH:76][N:75]=[C:74]([NH:82][C:83]4[CH:97]=[CH:96][C:86]([CH2:87][P:88](=[O:95])([O:92]CC)[O:89][CH2:90][CH3:91])=[CH:85][C:84]=4[O:98][CH3:99])[N:73]=3)=[CH:63][CH:62]=2)[CH:58]=[N:57]1)([CH3:55])[CH3:54], predict the reaction product. (3) Given the reactants [CH3:1][O:2][C:3]1[CH:8]=[CH:7][CH:6]=[CH:5][C:4]=1[C:9]1[NH:10][C:11]2[C:16]([CH:17]=1)=[CH:15][C:14]([C:18]1[CH2:23][CH2:22][N:21]([CH2:24][CH2:25][N:26](C)[C:27](=O)OC(C)(C)C)[CH2:20][CH:19]=1)=[CH:13][CH:12]=2, predict the reaction product. The product is: [CH3:1][O:2][C:3]1[CH:8]=[CH:7][CH:6]=[CH:5][C:4]=1[C:9]1[NH:10][C:11]2[C:16]([CH:17]=1)=[CH:15][C:14]([CH:18]1[CH2:23][CH2:22][N:21]([CH2:24][CH2:25][NH:26][CH3:27])[CH2:20][CH2:19]1)=[CH:13][CH:12]=2. (4) Given the reactants [C:1](Cl)(=O)[C:2]([Cl:4])=[O:3].[CH3:7][N:8]1[C:16]2[C:11](=[CH:12][CH:13]=[CH:14][CH:15]=2)C(C(O)=O)=[CH:9]1.CN(C=O)C, predict the reaction product. The product is: [CH3:9][N:8]1[C:16]2[C:15](=[CH:14][CH:13]=[CH:12][CH:11]=2)[C:1]([C:2]([Cl:4])=[O:3])=[CH:7]1. (5) Given the reactants [CH3:1][S:2]([C:5]1[CH:6]=[C:7]([C:11]2[S:15][C:14]([C:16]([O:18]C(C)(C)C)=[O:17])=[CH:13][CH:12]=2)[N:8]=[N:9][CH:10]=1)(=[O:4])=[O:3].[C:23]([OH:29])([C:25]([F:28])([F:27])[F:26])=[O:24], predict the reaction product. The product is: [F:26][C:25]([F:28])([F:27])[C:23]([OH:29])=[O:24].[CH3:1][S:2]([C:5]1[CH:6]=[C:7]([C:11]2[S:15][C:14]([C:16]([OH:18])=[O:17])=[CH:13][CH:12]=2)[N:8]=[N:9][CH:10]=1)(=[O:4])=[O:3]. (6) Given the reactants [OH-].[K+].O.[I-].[CH3:5][S+](C)C.[N:9]1[C:18]2[C:13](=[CH:14][CH:15]=[CH:16][CH:17]=2)[CH:12]=[CH:11][C:10]=1[CH:19]=[O:20].[C:21](#[N:23])C, predict the reaction product. The product is: [CH3:5][NH:23][CH2:21][CH:19]([C:10]1[CH:11]=[CH:12][C:13]2[C:18](=[CH:17][CH:16]=[CH:15][CH:14]=2)[N:9]=1)[OH:20]. (7) Given the reactants Br[C:2]1[C:3](=[O:16])[N:4]([CH3:15])[C:5]([NH:8][C:9]2[CH:14]=[CH:13][CH:12]=[CH:11][CH:10]=2)=[N:6][CH:7]=1.[CH2:17]([O:24][C:25]1[CH:30]=[CH:29][C:28](B(O)O)=[CH:27][C:26]=1[F:34])[C:18]1[CH:23]=[CH:22][CH:21]=[CH:20][CH:19]=1.[Cl-].[Li+], predict the reaction product. The product is: [CH2:17]([O:24][C:25]1[CH:30]=[CH:29][C:28]([C:2]2[C:3](=[O:16])[N:4]([CH3:15])[C:5]([NH:8][C:9]3[CH:14]=[CH:13][CH:12]=[CH:11][CH:10]=3)=[N:6][CH:7]=2)=[CH:27][C:26]=1[F:34])[C:18]1[CH:19]=[CH:20][CH:21]=[CH:22][CH:23]=1.